Dataset: Forward reaction prediction with 1.9M reactions from USPTO patents (1976-2016). Task: Predict the product of the given reaction. (1) Given the reactants [O:1]1[CH:5]=[CH:4][CH:3]=[C:2]1[C:6]1[O:7][C:8]([CH3:38])=[C:9]([CH2:11][O:12][C:13]2[CH:35]=[CH:34][C:16]([CH2:17][O:18][C:19]3[C:23]([CH2:24][C:25](O)=[O:26])=[CH:22][N:21]([C:28]4[CH:33]=[CH:32][CH:31]=[CH:30][CH:29]=4)[N:20]=3)=[CH:15][C:14]=2[O:36][CH3:37])[N:10]=1.O.ON1C2C=CC=CC=2N=N1.CCN=C=NCCCN(C)C.[NH:61]1[CH2:66][CH2:65][O:64][CH2:63][CH2:62]1, predict the reaction product. The product is: [O:1]1[CH:5]=[CH:4][CH:3]=[C:2]1[C:6]1[O:7][C:8]([CH3:38])=[C:9]([CH2:11][O:12][C:13]2[CH:35]=[CH:34][C:16]([CH2:17][O:18][C:19]3[C:23]([CH2:24][C:25]([N:61]4[CH2:66][CH2:65][O:64][CH2:63][CH2:62]4)=[O:26])=[CH:22][N:21]([C:28]4[CH:29]=[CH:30][CH:31]=[CH:32][CH:33]=4)[N:20]=3)=[CH:15][C:14]=2[O:36][CH3:37])[N:10]=1. (2) Given the reactants Br[C:2]1[CH:7]=[CH:6][C:5]([O:8][CH2:9][CH2:10][CH2:11][O:12][CH2:13][C:14]2[CH:19]=[CH:18][CH:17]=[CH:16][C:15]=2[O:20][CH3:21])=[CH:4][CH:3]=1.[Li]CCCC.[CH2:27]([O:29][C:30]([C:32]1[CH2:33][N:34]([CH2:46][C:47]2[CH:52]=[CH:51][CH:50]=[CH:49][CH:48]=2)[CH2:35][CH2:36][C:37]=1OS(C(F)(F)F)(=O)=O)=[O:31])[CH3:28], predict the reaction product. The product is: [CH2:27]([O:29][C:30]([C:32]1[CH2:33][N:34]([CH2:46][C:47]2[CH:48]=[CH:49][CH:50]=[CH:51][CH:52]=2)[CH2:35][CH2:36][C:37]=1[C:2]1[CH:7]=[CH:6][C:5]([O:8][CH2:9][CH2:10][CH2:11][O:12][CH2:13][C:14]2[CH:19]=[CH:18][CH:17]=[CH:16][C:15]=2[O:20][CH3:21])=[CH:4][CH:3]=1)=[O:31])[CH3:28]. (3) Given the reactants [C:1]1([C:7]2[NH:8][C:9]3[CH:10]=[CH:11][CH:12]=[C:13]4[C:19](=[O:20])[NH:18][CH2:17][CH2:16][C:15]=2[C:14]=34)[CH:6]=[CH:5][CH:4]=[CH:3][CH:2]=1.O.[NH2:22]C1C=C(B(O)O)C=CC=1, predict the reaction product. The product is: [NH2:22][C:5]1[CH:6]=[C:1]([C:7]2[NH:8][C:9]3[CH:10]=[CH:11][CH:12]=[C:13]4[C:19](=[O:20])[NH:18][CH2:17][CH2:16][C:15]=2[C:14]=34)[CH:2]=[CH:3][CH:4]=1. (4) Given the reactants [CH3:1][N:2]1[C:6](N2CC3OC(CC3)C2)=[C:5]([N+:15]([O-:17])=[O:16])[CH:4]=[N:3]1.[F:18][C:19]([F:33])([F:32])[C:20]([NH:22][C:23]1([CH3:31])[CH:29]([OH:30])[CH2:28][CH2:27][NH:26][CH2:25][CH2:24]1)=[O:21], predict the reaction product. The product is: [F:33][C:19]([F:18])([F:32])[C:20]([NH:22][C:23]1([CH3:31])[CH:29]([OH:30])[CH2:28][CH2:27][N:26]([C:6]2[N:2]([CH3:1])[N:3]=[CH:4][C:5]=2[N+:15]([O-:17])=[O:16])[CH2:25][CH2:24]1)=[O:21]. (5) Given the reactants [NH2:1][C:2]1[CH:7]=[C:6]([N:8]2[CH2:12][CH2:11][C@:10]([CH:15]3[CH2:17][CH2:16]3)([C:13]#[N:14])[C:9]2=[O:18])[CH:5]=[CH:4][N:3]=1.Cl[C:20]1[N:25]=[CH:24][C:23]([C:26]2([C:30]([NH2:32])=[O:31])[CH2:29][CH2:28][CH2:27]2)=[CH:22][CH:21]=1.C(=O)([O-])[O-].[K+].[K+].C1(P(C2CCCCC2)C2C(OC)=CC=C(OC)C=2C2C(C(C)C)=CC(C(C)C)=CC=2C(C)C)CCCCC1.C(=O)([O-])O.[Na+], predict the reaction product. The product is: [C:13]([C@@:10]1([CH:15]2[CH2:17][CH2:16]2)[CH2:11][CH2:12][N:8]([C:6]2[CH:5]=[CH:4][N:3]=[C:2]([NH:1][C:20]3[N:25]=[CH:24][C:23]([C:26]4([C:30]([NH2:32])=[O:31])[CH2:27][CH2:28][CH2:29]4)=[CH:22][CH:21]=3)[CH:7]=2)[C:9]1=[O:18])#[N:14]. (6) Given the reactants [Cl:1][C:2]1[CH:3]=[C:4]([NH:10][C@H:11]([C:21]([OH:23])=O)[CH2:12][C:13]2[CH:18]=[CH:17][C:16]([C:19]#[N:20])=[CH:15][CH:14]=2)[CH:5]=[CH:6][C:7]=1[C:8]#[N:9].[CH3:24][C:25]1(C)OC(=O)CC(=O)[O:26]1.S([O-])(O)(=O)=O.[K+], predict the reaction product. The product is: [Cl:1][C:2]1[CH:3]=[C:4]([N:10]2[C:25](=[O:26])[CH:24]=[C:21]([OH:23])[CH:11]2[CH2:12][C:13]2[CH:14]=[CH:15][C:16]([C:19]#[N:20])=[CH:17][CH:18]=2)[CH:5]=[CH:6][C:7]=1[C:8]#[N:9]. (7) Given the reactants [O:1]=[C:2]([C:8]1[S:9][C:10]([C:13]2[CH:18]=[CH:17][N:16]=[CH:15][CH:14]=2)=[CH:11][CH:12]=1)[CH2:3][C:4]([O:6][CH3:7])=[O:5].[Cl:19][C:20]1[CH:27]=[CH:26][C:23]([CH:24]=O)=[CH:22][CH:21]=1.N1CCCCC1.C1C=CC=CC=1.C(O)(=O)C, predict the reaction product. The product is: [Cl:19][C:20]1[CH:27]=[CH:26][C:23](/[CH:24]=[C:3](/[C:2]([C:8]2[S:9][C:10]([C:13]3[CH:14]=[CH:15][N:16]=[CH:17][CH:18]=3)=[CH:11][CH:12]=2)=[O:1])\[C:4]([O:6][CH3:7])=[O:5])=[CH:22][CH:21]=1. (8) Given the reactants [NH2:1][C:2]1[CH:7]=[C:6]([C:8]2[CH:13]=[CH:12][C:11]([Cl:14])=[C:10]([O:15][CH3:16])[C:9]=2[F:17])[N:5]=[C:4]([C:18]([O:20][CH3:21])=[O:19])[C:3]=1[Cl:22].[CH2:23](O)C, predict the reaction product. The product is: [NH2:1][C:2]1[CH:7]=[C:6]([C:8]2[CH:13]=[CH:12][C:11]([Cl:14])=[C:10]([O:15][CH3:16])[C:9]=2[F:17])[N:5]=[C:4]([C:18]([O:20][CH2:21][CH3:23])=[O:19])[C:3]=1[Cl:22]. (9) Given the reactants [C:1]([O:5][C@@H:6]([C:12]1[C:13]([CH3:27])=[N:14][C:15]2[N:16]([N:19]=[C:20]([C:22]([O:24][CH2:25][CH3:26])=[O:23])[CH:21]=2)[C:17]=1I)[C:7]([O:9][CH2:10][CH3:11])=[O:8])([CH3:4])([CH3:3])[CH3:2].[F:28][C:29]1[CH:30]=[C:31](B2OC(C)(C)C(C)(C)O2)[C:32]([CH3:39])=[C:33]2[C:38]=1[O:37][CH2:36][CH2:35][CH2:34]2.C([O-])([O-])=O.[Na+].[Na+].O, predict the reaction product. The product is: [C:1]([O:5][C@@H:6]([C:12]1[C:13]([CH3:27])=[N:14][C:15]2[N:16]([N:19]=[C:20]([C:22]([O:24][CH2:25][CH3:26])=[O:23])[CH:21]=2)[C:17]=1[C:31]1[C:32]([CH3:39])=[C:33]2[C:38](=[C:29]([F:28])[CH:30]=1)[O:37][CH2:36][CH2:35][CH2:34]2)[C:7]([O:9][CH2:10][CH3:11])=[O:8])([CH3:4])([CH3:3])[CH3:2]. (10) Given the reactants [C:1]([O:5][C:6]([NH:8][C@@H:9]1[CH2:14][CH2:13][CH2:12][CH2:11][C@@H:10]1[NH:15][C:16]1[C:25]2[C:20](=[CH:21][CH:22]=[C:23]([O:26][CH3:27])[CH:24]=2)[N:19]=[C:18]([NH:28]C(OCC)=O)[N:17]=1)=[O:7])([CH3:4])([CH3:3])[CH3:2].[OH-].[K+].[Cl-].[NH4+], predict the reaction product. The product is: [NH2:28][C:18]1[N:17]=[C:16]([NH:15][C@H:10]2[CH2:11][CH2:12][CH2:13][CH2:14][C@H:9]2[NH:8][C:6]([O:5][C:1]([CH3:2])([CH3:3])[CH3:4])=[O:7])[C:25]2[C:20](=[CH:21][CH:22]=[C:23]([O:26][CH3:27])[CH:24]=2)[N:19]=1.